Dataset: Full USPTO retrosynthesis dataset with 1.9M reactions from patents (1976-2016). Task: Predict the reactants needed to synthesize the given product. (1) Given the product [Na+:51].[F:21][C:18]1[CH:17]=[CH:16][C:15]([C:14]2[C:13]([C:22]3[CH:27]=[CH:26][C:25]([F:28])=[CH:24][CH:23]=3)=[C:12]([C:29](=[O:39])[NH:30][C:31]3[CH:36]=[CH:35][CH:34]=[C:33]([O:37][CH3:38])[CH:32]=3)[N:11]([CH:40]([CH3:42])[CH3:41])[C:10]=2[CH:9]=[CH:8][C@@H:7]([OH:43])[CH2:6][C@@H:5]([OH:44])[CH2:4][C:3]([O-:45])=[O:2])=[CH:20][CH:19]=1, predict the reactants needed to synthesize it. The reactants are: C[O:2][C:3](=[O:45])[CH2:4][C@H:5]([OH:44])[CH2:6][C@H:7]([OH:43])[CH:8]=[CH:9][C:10]1[N:11]([CH:40]([CH3:42])[CH3:41])[C:12]([C:29](=[O:39])[NH:30][C:31]2[CH:36]=[CH:35][CH:34]=[C:33]([O:37][CH3:38])[CH:32]=2)=[C:13]([C:22]2[CH:27]=[CH:26][C:25]([F:28])=[CH:24][CH:23]=2)[C:14]=1[C:15]1[CH:20]=[CH:19][C:18]([F:21])=[CH:17][CH:16]=1.C(O)C.O.[OH-].[Na+:51]. (2) Given the product [ClH:42].[NH2:18][C:13]1[S:14][CH2:15][C@@H:16]2[CH2:17][N:9]([C:5]3[N:4]=[C:3]([C:32]([OH:35])([CH3:34])[CH3:33])[C:2]([F:1])=[C:7]([CH3:8])[N:6]=3)[CH2:10][C@:11]2([C:27]2[S:31][N:30]=[CH:29][CH:28]=2)[N:12]=1, predict the reactants needed to synthesize it. The reactants are: [F:1][C:2]1[C:3]([C:32]([OH:35])([CH3:34])[CH3:33])=[N:4][C:5]([N:9]2[CH2:17][C@@H:16]3[C@@:11]([C:27]4[S:31][N:30]=[CH:29][CH:28]=4)([N:12]=[C:13]([NH:18]C(=O)C4C=CC=CC=4)[S:14][CH2:15]3)[CH2:10]2)=[N:6][C:7]=1[CH3:8].N1C=CC=CC=1.[ClH:42].CON.Cl.O1CCOCC1.